Task: Predict which catalyst facilitates the given reaction.. Dataset: Catalyst prediction with 721,799 reactions and 888 catalyst types from USPTO (1) Reactant: [CH3:1][C:2]1[CH:18]=[C:17]([C:19]([O:28][CH2:29][C:30]2[CH:35]=[CH:34][C:33]([O:36][CH3:37])=[CH:32][CH:31]=2)([C:24]([F:27])([F:26])[F:25])[C:20]([F:23])([F:22])[F:21])[CH:16]=[CH:15][C:3]=1[O:4][C@@H:5]([CH2:8][C:9]1[CH:14]=[CH:13][CH:12]=[CH:11][CH:10]=1)[CH2:6][OH:7].[CH3:38][O:39][C:40](=[O:50])[CH2:41][CH2:42][C:43]1[CH:48]=[CH:47][C:46](O)=[CH:45][CH:44]=1.C1(P(C2C=CC=CC=2)C2C=CC=CC=2)C=CC=CC=1.CCOC(/N=N/C(OCC)=O)=O.[NH4+].[Cl-]. Product: [CH3:38][O:39][C:40](=[O:50])[CH2:41][CH2:42][C:43]1[CH:44]=[CH:45][C:46]([O:7][CH2:6][C@@H:5]([O:4][C:3]2[CH:15]=[CH:16][C:17]([C:19]([O:28][CH2:29][C:30]3[CH:31]=[CH:32][C:33]([O:36][CH3:37])=[CH:34][CH:35]=3)([C:20]([F:22])([F:23])[F:21])[C:24]([F:25])([F:26])[F:27])=[CH:18][C:2]=2[CH3:1])[CH2:8][C:9]2[CH:14]=[CH:13][CH:12]=[CH:11][CH:10]=2)=[CH:47][CH:48]=1. The catalyst class is: 1. (2) Reactant: [CH2:1]([O:3][C:4]([C@@H:6]([O:20][Si:21]([C:24]([CH3:27])([CH3:26])[CH3:25])([CH3:23])[CH3:22])[C@@H:7]([CH3:19])[CH2:8][O:9]CC1C=CC(OC)=CC=1)=[CH2:5])[CH3:2].O.ClC1C(=O)C(C#N)=C(C#N)C(=O)C=1Cl.C([O-])(O)=O.[Na+]. Product: [CH2:1]([O:3][C:4]([C@@H:6]([O:20][Si:21]([C:24]([CH3:26])([CH3:25])[CH3:27])([CH3:22])[CH3:23])[C@@H:7]([CH3:19])[CH2:8][OH:9])=[CH2:5])[CH3:2]. The catalyst class is: 2. (3) Reactant: C(N(CC)CC)C.BrCC[C:11]1[CH:16]=[CH:15][C:14]([O:17][CH3:18])=[CH:13][CH:12]=1.Cl.[C:20]1([CH3:28])[CH:25]=[CH:24][C:23]([NH:26][NH2:27])=[CH:22][CH:21]=1. Product: [CH3:18][O:17][C:14]1[CH:13]=[CH:12][C:11]([N:26]([C:23]2[CH:24]=[CH:25][C:20]([CH3:28])=[CH:21][CH:22]=2)[NH2:27])=[CH:16][CH:15]=1. The catalyst class is: 8. (4) Reactant: [Br:1][C:2]1[CH:3]=[C:4]([SH:8])[CH:5]=[CH:6][CH:7]=1.Cl[CH2:10][C:11](=[O:13])[CH3:12].C(N(CC)C(C)C)(C)C. Product: [Br:1][C:2]1[CH:3]=[C:4]([S:8][CH2:10][C:11](=[O:13])[CH3:12])[CH:5]=[CH:6][CH:7]=1. The catalyst class is: 1. (5) Reactant: [NH2:1][CH2:2][C:3]1[CH:4]=[CH:5][C:6]([Cl:23])=[C:7]([C:9]2[NH:10][C:11](=[O:22])[N:12]([C:14]3[CH:19]=[CH:18][C:17]([Cl:20])=[C:16]([F:21])[CH:15]=3)[N:13]=2)[CH:8]=1.[C:24](Cl)(=[O:29])[C:25]([CH3:28])([CH3:27])[CH3:26].CCN(C(C)C)C(C)C. Product: [Cl:23][C:6]1[CH:5]=[CH:4][C:3]([CH2:2][NH:1][C:24](=[O:29])[C:25]([CH3:28])([CH3:27])[CH3:26])=[CH:8][C:7]=1[C:9]1[NH:10][C:11](=[O:22])[N:12]([C:14]2[CH:19]=[CH:18][C:17]([Cl:20])=[C:16]([F:21])[CH:15]=2)[N:13]=1. The catalyst class is: 1. (6) Reactant: [O:1]=[C:2]1[CH2:7][CH2:6][N:5]([C:8]([O:10][C:11]([CH3:14])([CH3:13])[CH3:12])=[O:9])[CH2:4][CH2:3]1.N1CCCC1.[F:20][C:21]1[CH:22]=[CH:23][C:24](O)=[C:25]([C:27](=[O:29])[CH3:28])[CH:26]=1. Product: [F:20][C:21]1[CH:26]=[C:25]2[C:24](=[CH:23][CH:22]=1)[O:1][C:2]1([CH2:3][CH2:4][N:5]([C:8]([O:10][C:11]([CH3:14])([CH3:13])[CH3:12])=[O:9])[CH2:6][CH2:7]1)[CH2:28][C:27]2=[O:29]. The catalyst class is: 5.